Regression. Given a peptide amino acid sequence and an MHC pseudo amino acid sequence, predict their binding affinity value. This is MHC class II binding data. From a dataset of Peptide-MHC class II binding affinity with 134,281 pairs from IEDB. (1) The peptide sequence is TASKLLEDRVGLNHI. The MHC is DRB1_0405 with pseudo-sequence DRB1_0405. The binding affinity (normalized) is 0.581. (2) The peptide sequence is LYKYKVVKIEPLGVAPTKAK. The MHC is DRB1_1602 with pseudo-sequence DRB1_1602. The binding affinity (normalized) is 0.704. (3) The peptide sequence is EKKYFAATQFEGLAA. The MHC is HLA-DQA10301-DQB10302 with pseudo-sequence HLA-DQA10301-DQB10302. The binding affinity (normalized) is 0.400. (4) The MHC is HLA-DQA10102-DQB10501 with pseudo-sequence HLA-DQA10102-DQB10501. The binding affinity (normalized) is 0. The peptide sequence is VSWEEEAEISGSSAR.